This data is from Peptide-MHC class I binding affinity with 185,985 pairs from IEDB/IMGT. The task is: Regression. Given a peptide amino acid sequence and an MHC pseudo amino acid sequence, predict their binding affinity value. This is MHC class I binding data. (1) The peptide sequence is PILPKLFIL. The MHC is HLA-A26:01 with pseudo-sequence HLA-A26:01. The binding affinity (normalized) is 0.0847. (2) The peptide sequence is SQMGLSCAL. The MHC is HLA-A02:01 with pseudo-sequence HLA-A02:01. The binding affinity (normalized) is 0.851. (3) The peptide sequence is FMPKCSKVV. The MHC is Mamu-A01 with pseudo-sequence Mamu-A01. The binding affinity (normalized) is 0.314. (4) The binding affinity (normalized) is 0.417. The MHC is HLA-A68:02 with pseudo-sequence HLA-A68:02. The peptide sequence is RIIRPDYFT. (5) The MHC is H-2-Kb with pseudo-sequence H-2-Kb. The peptide sequence is GYNFSLGAAVK. The binding affinity (normalized) is 0.232.